This data is from Catalyst prediction with 721,799 reactions and 888 catalyst types from USPTO. The task is: Predict which catalyst facilitates the given reaction. (1) Reactant: [CH3:1][O:2][CH2:3][CH2:4][O:5][CH2:6][CH2:7][O:8][CH2:9][CH2:10][O:11][CH2:12][CH2:13][O:14][CH2:15][CH2:16][O:17][CH2:18][CH2:19][O:20][CH2:21][CH2:22][O:23][CH2:24][CH2:25][O:26][CH2:27][CH2:28][O:29][CH2:30][CH2:31][O:32][CH2:33][CH2:34][O:35][CH2:36][CH2:37][OH:38].[H-].[Na+].[CH2:41](Br)[C:42]#[CH:43].C1(C)C=CC=CC=1. Product: [CH3:1][O:2][CH2:3][CH2:4][O:5][CH2:6][CH2:7][O:8][CH2:9][CH2:10][O:11][CH2:12][CH2:13][O:14][CH2:15][CH2:16][O:17][CH2:18][CH2:19][O:20][CH2:21][CH2:22][O:23][CH2:24][CH2:25][O:26][CH2:27][CH2:28][O:29][CH2:30][CH2:31][O:32][CH2:33][CH2:34][O:35][CH2:36][CH2:37][O:38][CH2:41][C:42]#[CH:43]. The catalyst class is: 3. (2) Reactant: S([O-])(O)(=O)=O.[CH3:6][O:7][C:8]1[CH:13]=[C:12]([NH:14][C:15]2[CH:20]=[CH:19][CH:18]=[CH:17][CH:16]=2)[CH:11]=[CH:10][C:9]=1[N+:21]#[N:22].[F:23][P-:24]([F:29])([F:28])([F:27])([F:26])[F:25].[K+]. Product: [F:23][P-:24]([F:29])([F:28])([F:27])([F:26])[F:25].[CH3:6][O:7][C:8]1[CH:13]=[C:12]([NH:14][C:15]2[CH:20]=[CH:19][CH:18]=[CH:17][CH:16]=2)[CH:11]=[CH:10][C:9]=1[N+:21]#[N:22]. The catalyst class is: 6. (3) Product: [NH:17]1[CH2:16][CH:15]=[C:14]([C:11]2[C:12]3[O:13][C:5]([CH:4]=[O:3])=[CH:6][C:7]=3[CH:8]=[N:9][CH:10]=2)[CH2:19][CH2:18]1. Reactant: C([O:3][CH:4](OCC)[C:5]1[O:13][C:12]2[C:11]([C:14]3[CH2:19][CH2:18][N:17](C(OC(C)(C)C)=O)[CH2:16][CH:15]=3)=[CH:10][N:9]=[CH:8][C:7]=2[CH:6]=1)C.Cl.C(=O)(O)[O-].[Na+]. The catalyst class is: 7. (4) Reactant: Cl[C:2]1[N:7]=[C:6]([N:8]([CH3:13])[S:9]([CH3:12])(=[O:11])=[O:10])[C:5]([F:14])=[C:4]([NH:15][C:16]2[CH:20]=[C:19]([O:21][CH:22]([CH3:24])[CH3:23])[NH:18][N:17]=2)[N:3]=1.ClC1C(NC2C=C(OC)NN=2)=NC([NH:32][C@H:33]([C:35]2[N:40]=[CH:39][C:38]([F:41])=[CH:37][N:36]=2)[CH3:34])=NC=1.C(N(C(C)C)C(C)C)C. Product: [F:14][C:5]1[C:6]([N:8]([CH3:13])[S:9]([CH3:12])(=[O:11])=[O:10])=[N:7][C:2]([NH:32][C@H:33]([C:35]2[N:40]=[CH:39][C:38]([F:41])=[CH:37][N:36]=2)[CH3:34])=[N:3][C:4]=1[NH:15][C:16]1[CH:20]=[C:19]([O:21][CH:22]([CH3:24])[CH3:23])[NH:18][N:17]=1. The catalyst class is: 114.